This data is from NCI-60 drug combinations with 297,098 pairs across 59 cell lines. The task is: Regression. Given two drug SMILES strings and cell line genomic features, predict the synergy score measuring deviation from expected non-interaction effect. (1) Drug 1: C1=NC2=C(N=C(N=C2N1C3C(C(C(O3)CO)O)F)Cl)N. Drug 2: COCCOC1=C(C=C2C(=C1)C(=NC=N2)NC3=CC=CC(=C3)C#C)OCCOC.Cl. Cell line: MALME-3M. Synergy scores: CSS=6.14, Synergy_ZIP=-1.69, Synergy_Bliss=-1.08, Synergy_Loewe=-1.69, Synergy_HSA=-1.87. (2) Drug 1: C1CCN(CC1)CCOC2=CC=C(C=C2)C(=O)C3=C(SC4=C3C=CC(=C4)O)C5=CC=C(C=C5)O. Drug 2: C(CCl)NC(=O)N(CCCl)N=O. Cell line: PC-3. Synergy scores: CSS=5.58, Synergy_ZIP=-1.39, Synergy_Bliss=0.248, Synergy_Loewe=0.474, Synergy_HSA=-0.419. (3) Drug 1: CC1CCC2CC(C(=CC=CC=CC(CC(C(=O)C(C(C(=CC(C(=O)CC(OC(=O)C3CCCCN3C(=O)C(=O)C1(O2)O)C(C)CC4CCC(C(C4)OC)O)C)C)O)OC)C)C)C)OC. Drug 2: CC1=C(C(=O)C2=C(C1=O)N3CC4C(C3(C2COC(=O)N)OC)N4)N. Cell line: A549. Synergy scores: CSS=40.7, Synergy_ZIP=6.49, Synergy_Bliss=5.72, Synergy_Loewe=4.72, Synergy_HSA=8.21.